Dataset: Rat liver microsome stability data. Task: Regression/Classification. Given a drug SMILES string, predict its absorption, distribution, metabolism, or excretion properties. Task type varies by dataset: regression for continuous measurements (e.g., permeability, clearance, half-life) or binary classification for categorical outcomes (e.g., BBB penetration, CYP inhibition). Dataset: rlm. (1) The drug is COc1ccc(OC)c(CNc2ncnc3onc(C)c23)c1. The result is 1 (stable in rat liver microsomes). (2) The compound is COc1ccc(-c2ccc3ncc(Nc4ccncc4)n3n2)cc1OC. The result is 1 (stable in rat liver microsomes). (3) The drug is Cc1c(Nc2c(C#N)cncc2C=Cc2ccccc2CN2CCN(C)CC2)ccc2[nH]ccc12. The result is 1 (stable in rat liver microsomes). (4) The molecule is COc1ccc(CNC(=O)Cn2nc3c(cc2=O)CCCC3)cc1. The result is 0 (unstable in rat liver microsomes). (5) The compound is COc1cc(NC(=O)c2cc(-c3ccccc3O)no2)cc(OC)c1OC. The result is 1 (stable in rat liver microsomes). (6) The compound is O=C(CN1CCC(N2C(=O)OCc3ccccc32)CC1)Nc1ccc(C(=O)c2ccccc2)cc1. The result is 1 (stable in rat liver microsomes). (7) The drug is C[C@@H](Oc1cc(-c2cnn(C)c2)cc2nscc12)[C@H]1CNC(=O)C1. The result is 0 (unstable in rat liver microsomes).